From a dataset of Catalyst prediction with 721,799 reactions and 888 catalyst types from USPTO. Predict which catalyst facilitates the given reaction. (1) Reactant: [Br:1][C:2]1[CH:3]=[C:4]2[C:8](=[C:9]([N+:11]([O-:13])=[O:12])[CH:10]=1)[NH:7][CH:6]=[CH:5]2.[CH3:14]I.[H-].[Na+].O. Product: [Br:1][C:2]1[CH:3]=[C:4]2[C:8](=[C:9]([N+:11]([O-:13])=[O:12])[CH:10]=1)[N:7]([CH3:14])[CH:6]=[CH:5]2. The catalyst class is: 9. (2) Reactant: [C:1]1([C:7]2[C:11](=[O:12])[C:10]([C:13]3[CH:18]=[CH:17][CH:16]=[CH:15][CH:14]=3)=[C:9]([C:19]3[CH:24]=[CH:23][CH:22]=[CH:21][CH:20]=3)[C:8]=2[C:25]2[CH:30]=[CH:29][CH:28]=[CH:27][CH:26]=2)[CH:6]=[CH:5][CH:4]=[CH:3][CH:2]=1.[CH:31]([C:33]1[CH:38]=[CH:37][C:36]([Mg]Br)=[CH:35][CH:34]=1)=[CH2:32]. Product: [C:13]1([C:10]2[C:11]([C:36]3[CH:37]=[CH:38][C:33]([CH:31]=[CH2:32])=[CH:34][CH:35]=3)([OH:12])[C:7]([C:1]3[CH:6]=[CH:5][CH:4]=[CH:3][CH:2]=3)=[C:8]([C:25]3[CH:30]=[CH:29][CH:28]=[CH:27][CH:26]=3)[C:9]=2[C:19]2[CH:20]=[CH:21][CH:22]=[CH:23][CH:24]=2)[CH:18]=[CH:17][CH:16]=[CH:15][CH:14]=1. The catalyst class is: 28. (3) Reactant: C[O:2][C:3]([C:5]1[CH:25]=[CH:24][C:8]2[NH:9][C:10]([C:12](=[O:23])[NH:13][CH:14]3[CH2:19][CH2:18][N:17]([CH:20]4[CH2:22][CH2:21]4)[CH2:16][CH2:15]3)=[N:11][C:7]=2[CH:6]=1)=[O:4].Br[CH2:27][C:28]1[S:29][C:30]([C:33]2[S:34][C:35]([Cl:38])=[CH:36][CH:37]=2)=[N:31][N:32]=1.CC#N.O. Product: [Cl:38][C:35]1[S:34][C:33]([C:30]2[S:29][C:28]([CH2:27][N:9]3[C:8]4[CH:24]=[CH:25][C:5]([C:3]([OH:2])=[O:4])=[CH:6][C:7]=4[N:11]=[C:10]3[C:12](=[O:23])[NH:13][CH:14]3[CH2:19][CH2:18][N:17]([CH:20]4[CH2:22][CH2:21]4)[CH2:16][CH2:15]3)=[N:32][N:31]=2)=[CH:37][CH:36]=1.[Cl:38][C:35]1[S:34][C:33]([C:30]2[S:29][C:28]([CH2:27][N:11]3[C:7]4[CH:6]=[C:5]([C:3]([OH:2])=[O:4])[CH:25]=[CH:24][C:8]=4[N:9]=[C:10]3[C:12](=[O:23])[NH:13][CH:14]3[CH2:19][CH2:18][N:17]([CH:20]4[CH2:22][CH2:21]4)[CH2:16][CH2:15]3)=[N:32][N:31]=2)=[CH:37][CH:36]=1. The catalyst class is: 106. (4) Reactant: [N+:1]([C:4]1[CH:9]=[CH:8][C:7]([SH:10])=[CH:6][CH:5]=1)([O-:3])=[O:2].[OH-].[Na+].Cl.Cl[CH2:15][C:16]1[CH:21]=[CH:20][CH:19]=[CH:18][N:17]=1. Product: [N+:1]([C:4]1[CH:9]=[CH:8][C:7]([S:10][CH2:15][C:16]2[CH:21]=[CH:20][CH:19]=[CH:18][N:17]=2)=[CH:6][CH:5]=1)([O-:3])=[O:2]. The catalyst class is: 1. (5) Product: [CH3:29][N:12]1[CH2:11][CH2:10][CH:9]([CH2:8][O:7][C:6]2[C:15]([C:18]([F:24])([F:23])[C:19]([F:20])([F:21])[F:22])=[CH:16][CH:17]=[C:4]([N+:1]([O-:3])=[O:2])[CH:5]=2)[CH2:14][CH2:13]1. The catalyst class is: 23. Reactant: [N+:1]([C:4]1[CH:5]=[C:6]([C:15]([C:18]([F:24])([F:23])[C:19]([F:22])([F:21])[F:20])=[CH:16][CH:17]=1)[O:7][CH2:8][CH:9]1[CH2:14][CH2:13][NH:12][CH2:11][CH2:10]1)([O-:3])=[O:2].C=O.O.[BH3-][C:29]#N.[Na+].CC(O)=O. (6) The catalyst class is: 71. Product: [CH3:25][O:24][C:7]1[CH:6]=[CH:5][C:4]2[N:3]=[C:2]([NH:26][C:27]3[CH:32]=[CH:31][C:30]([C:33]([N:35]4[CH2:39][CH2:38][CH2:37][CH:36]4[CH2:40][O:41][CH3:42])=[O:34])=[CH:29][CH:28]=3)[C:11]3=[N:12][NH:13][CH:14]=[C:10]3[C:9]=2[CH:8]=1. Reactant: Cl[C:2]1[C:11]2=[N:12][N:13](CC3C=CC(OC)=CC=3)[CH:14]=[C:10]2[C:9]2[CH:8]=[C:7]([O:24][CH3:25])[CH:6]=[CH:5][C:4]=2[N:3]=1.[NH2:26][C:27]1[CH:32]=[CH:31][C:30]([C:33]([N:35]2[CH2:39][CH2:38][CH2:37][CH:36]2[CH2:40][O:41][CH3:42])=[O:34])=[CH:29][CH:28]=1.Cl. (7) Reactant: [F:8][C:7]([F:10])([F:9])[C:6](O[C:6](=[O:11])[C:7]([F:10])([F:9])[F:8])=[O:11].[F:14][C:15]1[CH:16]=[C:17]([CH:19]=[C:20]([F:32])[C:21]=1[O:22][C:23]1[CH:28]=[CH:27][N:26]=[C:25]2[NH:29][CH:30]=[CH:31][C:24]=12)[NH2:18].C(N(CC)CC)C. Product: [F:10][C:7]([F:8])([F:9])[C:6]([NH:18][C:17]1[CH:19]=[C:20]([F:32])[C:21]([O:22][C:23]2[CH:28]=[CH:27][N:26]=[C:25]3[NH:29][CH:30]=[CH:31][C:24]=23)=[C:15]([F:14])[CH:16]=1)=[O:11]. The catalyst class is: 4. (8) The catalyst class is: 22. Reactant: C(OC([N:8]([C@H:16]1[CH2:24][CH2:23][CH2:22][C@H:21]([O:25][C:26]2[CH:31]=[CH:30][CH:29]=[CH:28][CH:27]=2)[C@@H:20]([O:32][C:33]2[CH:38]=[CH:37][CH:36]=[CH:35][CH:34]=2)[C@H:19]([CH3:39])[O:18][C:17]1=[O:40])C(=O)OC(C)(C)C)=O)(C)(C)C.[ClH:41]. Product: [Cl-:41].[CH3:39][C@@H:19]1[O:18][C:17](=[O:40])[C@@H:16]([NH3+:8])[CH2:24][CH2:23][CH2:22][C@H:21]([O:25][C:26]2[CH:31]=[CH:30][CH:29]=[CH:28][CH:27]=2)[C@H:20]1[O:32][C:33]1[CH:38]=[CH:37][CH:36]=[CH:35][CH:34]=1. (9) Reactant: [CH:1](=O)[C:2]1[CH:7]=[CH:6][CH:5]=[CH:4][CH:3]=1.[CH2:9]([O:11][C:12]([C:14]1[CH:15]=[N:16][N:17]([C:19]2[N:23]([CH2:24][O:25][CH2:26][CH2:27][O:28][CH3:29])[C:22]3[CH:30]=[C:31]([Cl:35])[C:32]([NH2:34])=[CH:33][C:21]=3[N:20]=2)[CH:18]=1)=[O:13])[CH3:10].NC1C(Cl)=CC2NC(N3C=C(C(O)=O)C=N3)=NC=2C=1.C(O[BH-](OC(=O)C)OC(=O)C)(=O)C.[Na+]. Product: [CH2:9]([O:11][C:12]([C:14]1[CH:15]=[N:16][N:17]([C:19]2[N:23]([CH2:24][O:25][CH2:26][CH2:27][O:28][CH3:29])[C:22]3[CH:30]=[C:31]([Cl:35])[C:32]([N:34]=[CH:1][C:2]4[CH:7]=[CH:6][CH:5]=[CH:4][CH:3]=4)=[CH:33][C:21]=3[N:20]=2)[CH:18]=1)=[O:13])[CH3:10]. The catalyst class is: 1.